From a dataset of Catalyst prediction with 721,799 reactions and 888 catalyst types from USPTO. Predict which catalyst facilitates the given reaction. (1) Reactant: C(O[C:6]([C:8]1[N:9]=[C:10]([C:26]#[N:27])[C:11]2[C:16]([C:17]=1[OH:18])=[CH:15][C:14]([O:19][C:20]1[CH:25]=[CH:24][CH:23]=[CH:22][CH:21]=1)=[CH:13][CH:12]=2)=[O:7])CCC.[NH2:28][CH2:29][CH2:30][CH2:31][CH2:32][C:33]([OH:35])=[O:34].C[O-].[Na+]. Product: [C:26]([C:10]1[C:11]2[C:16](=[CH:15][C:14]([O:19][C:20]3[CH:25]=[CH:24][CH:23]=[CH:22][CH:21]=3)=[CH:13][CH:12]=2)[C:17]([OH:18])=[C:8]([C:6]([NH:28][CH2:29][CH2:30][CH2:31][CH2:32][C:33]([OH:35])=[O:34])=[O:7])[N:9]=1)#[N:27]. The catalyst class is: 141. (2) Reactant: [N+:1]([C:4]1[CH:16]=[CH:15][C:7]([O:8][CH2:9][C:10]([O:12][CH2:13][CH3:14])=[O:11])=[CH:6][CH:5]=1)([O-])=O. Product: [NH2:1][C:4]1[CH:5]=[CH:6][C:7]([O:8][CH2:9][C:10]([O:12][CH2:13][CH3:14])=[O:11])=[CH:15][CH:16]=1. The catalyst class is: 19. (3) Reactant: Cl.[CH3:2][NH:3][O:4][CH3:5].C([Li])CCC.CCCCCC.CO[C:19]([C:21]1([CH3:26])[CH2:25][CH2:24][CH2:23][CH2:22]1)=[O:20]. Product: [CH3:5][O:4][N:3]([CH3:2])[C:19]([C:21]1([CH3:26])[CH2:22][CH2:23][CH2:24][CH2:25]1)=[O:20]. The catalyst class is: 165. (4) Reactant: C([O:5][C:6](=[O:24])[NH:7][CH2:8][CH:9]([C:11]1[C:16]([CH3:17])=[C:15]([Cl:18])[CH:14]=[C:13]([C:19](=[O:21])[CH3:20])[C:12]=1[O:22][CH3:23])O)(C)(C)C.C(N(CC)C(C)C)(C)C.C1N=CN(C(N2C=NC=C2)=O)C=1. Product: [C:19]([C:13]1[C:12]([O:22][CH3:23])=[C:11]([CH:9]2[O:24][C:6](=[O:5])[NH:7][CH2:8]2)[C:16]([CH3:17])=[C:15]([Cl:18])[CH:14]=1)(=[O:21])[CH3:20]. The catalyst class is: 7. (5) Reactant: [C:1]([C:4]1[CH:9]=[CH:8][C:7]([NH:10][C:11]2[N:16]=[C:15]([Cl:17])[C:14]([C:18]([F:21])([F:20])[F:19])=[CH:13][N:12]=2)=[CH:6][CH:5]=1)([OH:3])=[O:2].[Br:22]N1C(=O)CCC1=O. Product: [C:1]([C:4]1[CH:5]=[CH:6][C:7]([NH:10][C:11]2[N:16]=[C:15]([Cl:17])[C:14]([C:18]([F:21])([F:19])[F:20])=[CH:13][N:12]=2)=[C:8]([Br:22])[CH:9]=1)([OH:3])=[O:2]. The catalyst class is: 3. (6) Reactant: [NH2:1][C:2]1[N:3]=[C:4]2[CH:9]=[CH:8][C:7]([O:10][C:11]3[CH:12]=[C:13]([NH:17][C:18](=[O:30])[C:19]4[CH:24]=[CH:23][CH:22]=[C:21]([C:25]5([C:28]#[N:29])[CH2:27][CH2:26]5)[CH:20]=4)[CH:14]=[CH:15][CH:16]=3)=[N:6][N:5]2[CH:31]=1.[F:32][C:33]1[CH:41]=[CH:40][C:36]([C:37](O)=[O:38])=[CH:35][N:34]=1.C(Cl)(=O)C(Cl)=O.O1CCCC1. Product: [C:28]([C:25]1([C:21]2[CH:20]=[C:19]([CH:24]=[CH:23][CH:22]=2)[C:18]([NH:17][C:13]2[CH:12]=[C:11]([CH:16]=[CH:15][CH:14]=2)[O:10][C:7]2[CH:8]=[CH:9][C:4]3[N:5]([CH:31]=[C:2]([NH:1][C:37](=[O:38])[C:36]4[CH:40]=[CH:41][C:33]([F:32])=[N:34][CH:35]=4)[N:3]=3)[N:6]=2)=[O:30])[CH2:27][CH2:26]1)#[N:29]. The catalyst class is: 402. (7) Reactant: Cl[C:2]1[CH:11]=[CH:10][C:9]2[C:4](=[CH:5][CH:6]=[C:7]([O:12]C)[CH:8]=2)[N:3]=1.[C:14]([C:16]1[S:20][C:19](B(O)O)=[CH:18][CH:17]=1)#[N:15].C(=O)([O-])[O-].[Na+].[Na+]. Product: [OH:12][C:7]1[CH:8]=[C:9]2[C:4](=[CH:5][CH:6]=1)[N:3]=[C:2]([C:19]1[S:20][C:16]([C:14]#[N:15])=[CH:17][CH:18]=1)[CH:11]=[CH:10]2. The catalyst class is: 216.